The task is: Predict which catalyst facilitates the given reaction.. This data is from Catalyst prediction with 721,799 reactions and 888 catalyst types from USPTO. (1) Reactant: Cl[C:2]1[CH:7]=[C:6]([C:8]2[CH:13]=[CH:12][C:11]([F:14])=[CH:10][CH:9]=2)[N:5]=[CH:4][N:3]=1.[CH3:15][CH:16]([OH:20])[C:17]#[C:18][CH3:19].[H-].[Na+].O. Product: [F:14][C:11]1[CH:12]=[CH:13][C:8]([C:6]2[CH:7]=[C:2]([O:20][CH:16]([CH3:15])[C:17]#[C:18][CH3:19])[N:3]=[CH:4][N:5]=2)=[CH:9][CH:10]=1. The catalyst class is: 9. (2) Reactant: [CH3:1][N:2]1[C:10]2[C:5](=[CH:6][C:7](B3OC(C)(C)C(C)(C)O3)=[CH:8][CH:9]=2)[CH:4]=[CH:3]1.Br[C:21]1[CH:22]=[C:23]([CH:25]=[CH:26][CH:27]=1)[NH2:24].[O-]P([O-])([O-])=O.[K+].[K+].[K+].C1(P(C2CCCCC2)C2CCCCC2)CCCCC1. Product: [CH3:1][N:2]1[C:10]2[C:5](=[CH:6][C:7]([C:21]3[CH:22]=[C:23]([NH2:24])[CH:25]=[CH:26][CH:27]=3)=[CH:8][CH:9]=2)[CH:4]=[CH:3]1. The catalyst class is: 62. (3) Reactant: Cl[C:2]1[N:7]=[C:6]2[NH:8][CH:9]=[CH:10][C:5]2=[C:4]([O:11][C:12]2[CH:17]=[CH:16][C:15]([NH2:18])=[CH:14][C:13]=2[F:19])[CH:3]=1. Product: [F:19][C:13]1[CH:14]=[C:15]([CH:16]=[CH:17][C:12]=1[O:11][C:4]1[CH:3]=[CH:2][N:7]=[C:6]2[NH:8][CH:9]=[CH:10][C:5]=12)[NH2:18]. The catalyst class is: 29. (4) Reactant: Cl[C:2]([CH3:10])([CH2:4][CH2:5][C:6](Cl)([CH3:8])[CH3:7])[CH3:3].[C:11]1([OH:17])[CH:16]=[CH:15][CH:14]=[CH:13][CH:12]=1.[Al+3].[Cl-].[Cl-].[Cl-]. Product: [CH3:3][C:2]1([CH3:10])[CH2:4][CH2:5][C:6]([CH3:8])([CH3:7])[C:15]2[CH:16]=[C:11]([OH:17])[CH:12]=[CH:13][C:14]1=2. The catalyst class is: 22. (5) Reactant: Cl[C:2]1[C:7]([N+:8]([O-:10])=[O:9])=[C:6]([CH3:11])[CH:5]=[C:4]([Cl:12])[N:3]=1.[NH:13]1[CH2:17][CH2:16][CH2:15][CH2:14]1.O. Product: [Cl:12][C:4]1[N:3]=[C:2]([N:13]2[CH2:17][CH2:16][CH2:15][CH2:14]2)[C:7]([N+:8]([O-:10])=[O:9])=[C:6]([CH3:11])[CH:5]=1. The catalyst class is: 10. (6) Reactant: [NH2:1][C:2]1[CH:9]=[CH:8][C:5]([C:6]#[N:7])=[CH:4][C:3]=1[CH3:10].N1C=CC=CC=1.[CH3:17][S:18](Cl)(=[O:20])=[O:19].[OH-].[Na+].Cl. Product: [C:6]([C:5]1[CH:8]=[CH:9][C:2]([NH:1][S:18]([CH3:17])(=[O:20])=[O:19])=[C:3]([CH3:10])[CH:4]=1)#[N:7]. The catalyst class is: 6. (7) Reactant: [C:1]([N:20]1[CH:24]=[C:23]([C:25]2[CH:29]=[C:28]([C:30](O)=[O:31])[NH:27][N:26]=2)[N:22]=[CH:21]1)([C:14]1[CH:19]=[CH:18][CH:17]=[CH:16][CH:15]=1)([C:8]1[CH:13]=[CH:12][CH:11]=[CH:10][CH:9]=1)[C:2]1[CH:7]=[CH:6][CH:5]=[CH:4][CH:3]=1.[NH2:33][C@@H:34]([CH3:50])[CH2:35][N:36]1[CH:40]=[CH:39][C:38]([C:41]2[CH:48]=[CH:47][C:44]([C:45]#[N:46])=[C:43]([Cl:49])[CH:42]=2)=[N:37]1.CN(C=O)C.CN(C(ON1N=NC2C=CC=CC1=2)=[N+](C)C)C.F[P-](F)(F)(F)(F)F. Product: [Cl:49][C:43]1[CH:42]=[C:41]([C:38]2[CH:39]=[CH:40][N:36]([CH2:35][C@@H:34]([NH:33][C:30]([C:28]3[NH:27][N:26]=[C:25]([C:23]4[N:22]=[CH:21][N:20]([C:1]([C:8]5[CH:13]=[CH:12][CH:11]=[CH:10][CH:9]=5)([C:14]5[CH:15]=[CH:16][CH:17]=[CH:18][CH:19]=5)[C:2]5[CH:7]=[CH:6][CH:5]=[CH:4][CH:3]=5)[CH:24]=4)[CH:29]=3)=[O:31])[CH3:50])[N:37]=2)[CH:48]=[CH:47][C:44]=1[C:45]#[N:46]. The catalyst class is: 2. (8) Reactant: Cl[CH2:2][CH2:3][CH2:4][S:5]([O:8][CH2:9][C:10]([CH3:30])([CH3:29])[C@@H:11]([O:23][C:24](=[O:28])[CH:25]([CH3:27])[CH3:26])[C:12]([O:14][CH2:15][CH2:16][O:17][C:18]([O:20][CH2:21][CH3:22])=[O:19])=[O:13])(=[O:7])=[O:6].[N-:31]=[N+:32]=[N-:33].[Na+]. Product: [N:31]([CH2:2][CH2:3][CH2:4][S:5]([O:8][CH2:9][C:10]([CH3:30])([CH3:29])[C@@H:11]([O:23][C:24](=[O:28])[CH:25]([CH3:27])[CH3:26])[C:12]([O:14][CH2:15][CH2:16][O:17][C:18]([O:20][CH2:21][CH3:22])=[O:19])=[O:13])(=[O:7])=[O:6])=[N+:32]=[N-:33]. The catalyst class is: 16. (9) Reactant: [CH:1]1([Mg]Br)[CH2:5][CH2:4][CH2:3][CH2:2]1.CC1(C)[O:13][C@@H:12]([C@H:14]2[CH2:16][N:15]2[C:17]([O:19][C:20]([CH3:23])([CH3:22])[CH3:21])=[O:18])[CH2:11][O:10]1.C(OC(OC(OC(C)(C)C)=O)=O)(C)(C)C. Product: [CH:1]1([CH2:16][C@H:14]([NH:15][C:17](=[O:18])[O:19][C:20]([CH3:23])([CH3:22])[CH3:21])[C@H:12]([OH:13])[CH2:11][OH:10])[CH2:5][CH2:4][CH2:3][CH2:2]1. The catalyst class is: 1.